From a dataset of Forward reaction prediction with 1.9M reactions from USPTO patents (1976-2016). Predict the product of the given reaction. Given the reactants [H-].[Al+3].[Li+].[H-].[H-].[H-].[CH3:7][O:8][CH2:9][N:10]1[C:14]2[CH:15]=[CH:16][C:17]([CH:19]([C:21]3[CH:25]=[CH:24][N:23]([C:26]4[N:31]=[CH:30][C:29]([N:32]([CH3:39])[CH2:33][C:34](OCC)=[O:35])=[CH:28][CH:27]=4)[N:22]=3)[CH3:20])=[CH:18][C:13]=2[S:12][C:11]1=[O:40], predict the reaction product. The product is: [OH:35][CH2:34][CH2:33][N:32]([CH3:39])[C:29]1[CH:28]=[CH:27][C:26]([N:23]2[CH:24]=[CH:25][C:21]([CH:19]([C:17]3[CH:16]=[CH:15][C:14]4[N:10]([CH2:9][O:8][CH3:7])[C:11](=[O:40])[S:12][C:13]=4[CH:18]=3)[CH3:20])=[N:22]2)=[N:31][CH:30]=1.